This data is from Reaction yield outcomes from USPTO patents with 853,638 reactions. The task is: Predict the reaction yield, written as a fraction of the theoretical maximum amount of product (1.0 means a 100% yield; for example, 0.34 means a 34% yield). (1) The reactants are [H-].[Na+].CN(C)[CH:5]=[O:6].[CH3:8][CH:9]([CH3:16])[CH2:10][CH2:11][CH2:12][CH:13]([OH:15])[CH3:14]. The catalyst is O. The product is [CH3:14][CH:13]([O:15][CH2:8][CH2:9][CH2:10][CH2:11][CH:5]1[O:6][CH2:12][CH2:13][O:15]1)[CH2:12][CH2:11][CH2:10][CH:9]([CH3:16])[CH3:8]. The yield is 0.190. (2) The reactants are [NH2:1][C:2]1[C:11]2[CH:10]=[CH:9][CH:8]=[C:7](Br)[C:6]=2[N:5]=[C:4]2[CH:13]([CH3:26])[N:14]([C:17]3[CH:25]=[CH:24][C:20]4[O:21][CH2:22][O:23][C:19]=4[CH:18]=3)[C:15](=[O:16])[C:3]=12.[CH3:27][O:28][C:29]1[CH:34]=[CH:33][C:32]([CH3:35])=[CH:31][C:30]=1B(O)O. No catalyst specified. The product is [NH2:1][C:2]1[C:11]2[CH:10]=[CH:9][CH:8]=[C:7]([C:30]3[CH:31]=[C:32]([CH3:35])[CH:33]=[CH:34][C:29]=3[O:28][CH3:27])[C:6]=2[N:5]=[C:4]2[CH:13]([CH3:26])[N:14]([C:17]3[CH:25]=[CH:24][C:20]4[O:21][CH2:22][O:23][C:19]=4[CH:18]=3)[C:15](=[O:16])[C:3]=12. The yield is 0.610. (3) The reactants are C([O:4][C@@H:5]1[C@H:9]([O:10][CH2:11][C:12]2[CH:17]=[CH:16][CH:15]=[CH:14][CH:13]=2)[C@:8]([CH2:20][O:21][CH2:22][C:23]2[CH:28]=[CH:27][CH:26]=[CH:25][CH:24]=2)([CH:18]=[CH2:19])[O:7][C@H:6]1[N:29]1[CH:34]=[CH:33][C:32]([NH2:35])=[N:31][C:30]1=[O:36])(=O)C.CO. The catalyst is N. The product is [NH2:35][C:32]1[CH:33]=[CH:34][N:29]([C@H:6]2[C@H:5]([OH:4])[C@H:9]([O:10][CH2:11][C:12]3[CH:17]=[CH:16][CH:15]=[CH:14][CH:13]=3)[C@:8]([CH2:20][O:21][CH2:22][C:23]3[CH:24]=[CH:25][CH:26]=[CH:27][CH:28]=3)([CH:18]=[CH2:19])[O:7]2)[C:30](=[O:36])[N:31]=1. The yield is 0.970. (4) The reactants are [NH:1]1[C:5]2=[N:6][CH:7]=[C:8]([NH2:10])[CH:9]=[C:4]2[CH:3]=[CH:2]1.[Cl:11][C:12]1[C:20]([NH:21][S:22]([CH2:25][CH2:26][CH3:27])(=[O:24])=[O:23])=[CH:19][CH:18]=[C:17]([Cl:28])[C:13]=1[C:14](O)=[O:15].Cl.CN(C)CCCN=C=NCC.ON1C2C=CC=CC=2N=N1. The catalyst is CN(C)C=O.C(OCC)(=O)C. The product is [Cl:11][C:12]1[C:20]([NH:21][S:22]([CH2:25][CH2:26][CH3:27])(=[O:23])=[O:24])=[CH:19][CH:18]=[C:17]([Cl:28])[C:13]=1[C:14]([NH:10][C:8]1[CH:9]=[C:4]2[CH:3]=[CH:2][NH:1][C:5]2=[N:6][CH:7]=1)=[O:15]. The yield is 0.0341. (5) The yield is 0.890. The reactants are [C:1](=[O:16])([O:6][CH2:7][CH2:8][CH2:9][CH2:10][O:11][C:12](=[O:15])[CH:13]=[CH2:14])[O:2][CH:3](Cl)[CH3:4].[C:17]([O-:21])(=[O:20])[CH:18]=[CH2:19].[K+]. The product is [C:1](=[O:16])([O:6][CH2:7][CH2:8][CH2:9][CH2:10][O:11][C:12](=[O:15])[CH:13]=[CH2:14])[O:2][CH:3]([O:21][C:17](=[O:20])[CH:18]=[CH2:19])[CH3:4]. The catalyst is CN(C)C=O.C1OCCOCCOCCOCCOCCOC1. (6) The reactants are Br[C:2]1[CH:3]=[CH:4][C:5]([N+:8]([O-:10])=[O:9])=[N:6][CH:7]=1.BrC1C=CC([O:18][C:19]2[CH:24]=[CH:23][C:22]([CH2:25][CH2:26][CH3:27])=[CH:21][C:20]=2[O:28][CH3:29])=NC=1. No catalyst specified. The product is [CH3:29][O:28][C:20]1[CH:21]=[C:22]([CH2:25][CH2:26][CH3:27])[CH:23]=[CH:24][C:19]=1[O:18][C:2]1[CH:3]=[CH:4][C:5]([N+:8]([O-:10])=[O:9])=[N:6][CH:7]=1. The yield is 0.380.